This data is from Peptide-MHC class II binding affinity with 134,281 pairs from IEDB. The task is: Regression. Given a peptide amino acid sequence and an MHC pseudo amino acid sequence, predict their binding affinity value. This is MHC class II binding data. The peptide sequence is GELQIVDKIDYAFKI. The MHC is DRB4_0101 with pseudo-sequence DRB4_0103. The binding affinity (normalized) is 0.855.